From a dataset of Full USPTO retrosynthesis dataset with 1.9M reactions from patents (1976-2016). Predict the reactants needed to synthesize the given product. Given the product [CH3:33][C:34]1[CH:35]=[C:36]([NH:40][C:25]([N:16]2[C:17]3[C:12](=[CH:11][CH:10]=[C:9]([C:5]4[CH:6]=[CH:7][CH:8]=[C:3]([C:2]([F:1])([F:19])[F:20])[CH:4]=4)[N:18]=3)[CH2:13][CH2:14][CH2:15]2)=[O:31])[CH:37]=[N:38][CH:39]=1, predict the reactants needed to synthesize it. The reactants are: [F:1][C:2]([F:20])([F:19])[C:3]1[CH:4]=[C:5]([C:9]2[N:18]=[C:17]3[C:12]([CH2:13][CH2:14][CH2:15][NH:16]3)=[CH:11][CH:10]=2)[CH:6]=[CH:7][CH:8]=1.ClC(Cl)(O[C:25](=[O:31])OC(Cl)(Cl)Cl)Cl.[CH3:33][C:34]1[CH:35]=[C:36]([NH2:40])[CH:37]=[N:38][CH:39]=1.C(=O)(O)[O-].[Na+].